This data is from Reaction yield outcomes from USPTO patents with 853,638 reactions. The task is: Predict the reaction yield, written as a fraction of the theoretical maximum amount of product (1.0 means a 100% yield; for example, 0.34 means a 34% yield). (1) The reactants are [Cl:1][C:2]1[CH:3]=[C:4]2[CH:10]=[CH:9][N:8]([Si:11]([CH:18]([CH3:20])[CH3:19])([CH:15]([CH3:17])[CH3:16])[CH:12]([CH3:14])[CH3:13])[C:5]2=[N:6][CH:7]=1.C([Li])(CC)C.Cl[C:27](=[O:42])[CH2:28][CH:29]1[CH2:34][CH2:33][N:32]([C:35]([O:37][C:38]([CH3:41])([CH3:40])[CH3:39])=[O:36])[CH2:31][CH2:30]1.O. The catalyst is C1COCC1. The product is [Cl:1][C:2]1[C:3]([C:27](=[O:42])[CH2:28][CH:29]2[CH2:34][CH2:33][N:32]([C:35]([O:37][C:38]([CH3:40])([CH3:39])[CH3:41])=[O:36])[CH2:31][CH2:30]2)=[C:4]2[CH:10]=[CH:9][N:8]([Si:11]([CH:15]([CH3:17])[CH3:16])([CH:18]([CH3:20])[CH3:19])[CH:12]([CH3:13])[CH3:14])[C:5]2=[N:6][CH:7]=1. The yield is 0.250. (2) The reactants are Br[CH:2]1[CH2:7][CH2:6][CH2:5][N:4]([CH:8]2[CH2:13][CH2:12][N:11]([C:14]([O:16][C:17]([CH3:20])([CH3:19])[CH3:18])=[O:15])[CH2:10][CH2:9]2)[C:3]1=[O:21].C([O-])([O-])=O.[K+].[K+].[Br:28][C:29]1[C:34]([F:35])=[CH:33][C:32]([OH:36])=[C:31]([F:37])[CH:30]=1. The catalyst is CN(C=O)C.O.CCOC(C)=O. The product is [Br:28][C:29]1[C:34]([F:35])=[CH:33][C:32]([O:36][CH:2]2[CH2:7][CH2:6][CH2:5][N:4]([CH:8]3[CH2:13][CH2:12][N:11]([C:14]([O:16][C:17]([CH3:20])([CH3:19])[CH3:18])=[O:15])[CH2:10][CH2:9]3)[C:3]2=[O:21])=[C:31]([F:37])[CH:30]=1. The yield is 0.730. (3) The reactants are [C:1]([O:5][C:6]([NH:8][C@H:9]1[CH2:13][C@@:12]([CH2:18][CH3:19])([C:14]([O:16]C)=[O:15])[CH:11]=[CH:10]1)=[O:7])([CH3:4])([CH3:3])[CH3:2].CO.O.O.[OH-].[Li+]. The catalyst is O1CCCC1.CCOC(C)=O. The product is [C:1]([O:5][C:6]([NH:8][C@H:9]1[CH2:13][C@@:12]([CH2:18][CH3:19])([C:14]([OH:16])=[O:15])[CH:11]=[CH:10]1)=[O:7])([CH3:4])([CH3:3])[CH3:2]. The yield is 0.310. (4) The reactants are [CH:1]1([C:4]2[C:5]([N:24]([C:29]3[CH:30]=[CH:31][C:32]([N+:39]([O-])=O)=[C:33]([CH:38]=3)[C:34]([O:36][CH3:37])=[O:35])[S:25]([CH3:28])(=[O:27])=[O:26])=[CH:6][C:7]3[O:11][C:10]([C:12]4[CH:17]=[CH:16][C:15]([F:18])=[CH:14][CH:13]=4)=[C:9]([C:19](=[O:22])[NH:20][CH3:21])[C:8]=3[CH:23]=2)[CH2:3][CH2:2]1. The catalyst is CO.[Pd]. The product is [NH2:39][C:32]1[CH:31]=[CH:30][C:29]([N:24]([C:5]2[C:4]([CH:1]3[CH2:3][CH2:2]3)=[CH:23][C:8]3[C:9]([C:19](=[O:22])[NH:20][CH3:21])=[C:10]([C:12]4[CH:13]=[CH:14][C:15]([F:18])=[CH:16][CH:17]=4)[O:11][C:7]=3[CH:6]=2)[S:25]([CH3:28])(=[O:27])=[O:26])=[CH:38][C:33]=1[C:34]([O:36][CH3:37])=[O:35]. The yield is 0.980.